This data is from Reaction yield outcomes from USPTO patents with 853,638 reactions. The task is: Predict the reaction yield, written as a fraction of the theoretical maximum amount of product (1.0 means a 100% yield; for example, 0.34 means a 34% yield). (1) The reactants are C(OC(N1CCN(C2N=CC(C3C=CC(F)=CC=3)=CN=2)CC1)=O)(C)(C)C.[C:27]([O:31][C:32]([N:34]1[CH2:39][CH2:38][N:37]([C:40]2[CH:45]=[CH:44][C:43](Br)=[CH:42][N:41]=2)[CH2:36][CH2:35]1)=[O:33])([CH3:30])([CH3:29])[CH3:28].[Cl:47][C:48]1[CH:53]=[CH:52][C:51](B(O)O)=[CH:50][CH:49]=1. No catalyst specified. The product is [C:27]([O:31][C:32]([N:34]1[CH2:39][CH2:38][N:37]([C:40]2[CH:45]=[CH:44][C:43]([C:51]3[CH:52]=[CH:53][C:48]([Cl:47])=[CH:49][CH:50]=3)=[CH:42][N:41]=2)[CH2:36][CH2:35]1)=[O:33])([CH3:30])([CH3:29])[CH3:28]. The yield is 0.990. (2) The yield is 0.370. The reactants are [OH:1][C:2]1([C:31](OC)=[O:32])[CH2:7][CH2:6][CH:5]([N:8]2[C:16]([NH:17][C:18]3[C:23]([F:24])=[CH:22][C:21]([F:25])=[CH:20][C:19]=3[F:26])=[N:15][C:14]3[C:9]2=[N:10][C:11]([NH:27][CH:28]([CH3:30])[CH3:29])=[N:12][CH:13]=3)[CH2:4][CH2:3]1.[BH4-].[Na+]. The catalyst is CO. The product is [OH:32][CH2:31][C:2]1([OH:1])[CH2:3][CH2:4][CH:5]([N:8]2[C:16]([NH:17][C:18]3[C:19]([F:26])=[CH:20][C:21]([F:25])=[CH:22][C:23]=3[F:24])=[N:15][C:14]3[C:9]2=[N:10][C:11]([NH:27][CH:28]([CH3:29])[CH3:30])=[N:12][CH:13]=3)[CH2:6][CH2:7]1. (3) The reactants are [OH:1][C:2]1[CH:7]=[CH:6][C:5]([C:8]2[N:13]=[CH:12][N:11]=[C:10]([NH:14][C@H:15]([C:23]([O:25][CH3:26])=[O:24])[CH2:16][C:17]3[CH:22]=[CH:21][CH:20]=[CH:19][CH:18]=3)[CH:9]=2)=[CH:4][CH:3]=1.C(N(CC)CC)C.[F:34][C:35]([F:48])([F:47])[S:36](O[S:36]([C:35]([F:48])([F:47])[F:34])(=[O:38])=[O:37])(=[O:38])=[O:37]. The catalyst is ClCCl.O. The product is [F:34][C:35]([F:48])([F:47])[S:36]([O:1][C:2]1[CH:7]=[CH:6][C:5]([C:8]2[N:13]=[CH:12][N:11]=[C:10]([NH:14][C@H:15]([C:23]([O:25][CH3:26])=[O:24])[CH2:16][C:17]3[CH:22]=[CH:21][CH:20]=[CH:19][CH:18]=3)[CH:9]=2)=[CH:4][CH:3]=1)(=[O:38])=[O:37]. The yield is 0.940.